This data is from Catalyst prediction with 721,799 reactions and 888 catalyst types from USPTO. The task is: Predict which catalyst facilitates the given reaction. (1) Reactant: [OH:1][C:2]1[C:11]2[C:6](=[CH:7][CH:8]=[CH:9][CH:10]=2)[C:5]([CH:12]=[O:13])=[C:4]([CH3:14])[CH:3]=1.[H-].[Na+].I[CH2:18][CH2:19][CH3:20]. Product: [CH3:14][C:4]1[CH:3]=[C:2]([O:1][CH2:18][CH2:19][CH3:20])[C:11]2[C:6](=[CH:7][CH:8]=[CH:9][CH:10]=2)[C:5]=1[CH:12]=[O:13]. The catalyst class is: 9. (2) Reactant: [CH2:1]([NH:8][C:9](=O)[CH2:10][C:11]1[CH:16]=[CH:15][CH:14]=[CH:13][C:12]=1[O:17][CH3:18])[CH2:2][CH2:3][CH2:4][CH2:5][CH2:6][CH3:7].B.CSC.Cl. The catalyst class is: 1. Product: [CH3:18][O:17][C:12]1[CH:13]=[CH:14][CH:15]=[CH:16][C:11]=1[CH2:10][CH2:9][NH:8][CH2:1][CH2:2][CH2:3][CH2:4][CH2:5][CH2:6][CH3:7]. (3) Reactant: [Cl:1][C:2]1[N:7]=[C:6](Cl)[C:5]([O:9][CH3:10])=[CH:4][N:3]=1.[N:11]1[CH:16]=[CH:15][C:14](B(O)O)=[CH:13][CH:12]=1.[O-]P([O-])([O-])=O.[K+].[K+].[K+].O.O. Product: [Cl:1][C:2]1[N:7]=[C:6]([C:14]2[CH:15]=[CH:16][N:11]=[CH:12][CH:13]=2)[C:5]([O:9][CH3:10])=[CH:4][N:3]=1. The catalyst class is: 658. (4) Reactant: [N+:1]([O-:4])(O)=[O:2].[CH3:5][C:6]1[CH:7]=[N:8][CH:9]=[CH:10][C:11]=1[O:12][CH3:13].C(=O)([O-])[O-].[K+].[K+]. Product: [CH3:5][C:6]1[CH:7]=[N:8][CH:9]=[C:10]([N+:1]([O-:4])=[O:2])[C:11]=1[O:12][CH3:13]. The catalyst class is: 65. (5) Reactant: [C:1]1([C:7]2[O:11][C:10]([CH2:12][CH2:13][C:14]([OH:16])=[O:15])=[N:9][N:8]=2)[CH:6]=[CH:5][CH:4]=[CH:3][CH:2]=1.Cl.[Cl:18][C:19]1[CH:20]=[C:21]([CH:30]=[CH:31][C:32]=1[Cl:33])[CH2:22][N:23]1[CH2:28][CH2:27][CH:26]([NH2:29])[CH2:25][CH2:24]1.C(N(CC)CC)C.[C:41](=[O:44])([O-])O.[Na+]. Product: [C:14]([OH:16])(=[O:15])[CH3:13].[Cl:18][C:19]1[CH:20]=[C:21]([CH:30]=[CH:31][C:32]=1[Cl:33])[CH2:22][N:23]1[CH2:24][CH2:25][CH:26]([NH:29][C:41](=[O:44])[CH2:12][C:10]2[O:11][C:7]([C:1]3[CH:2]=[CH:3][CH:4]=[CH:5][CH:6]=3)=[N:8][N:9]=2)[CH2:27][CH2:28]1. The catalyst class is: 4. (6) Reactant: [Br:1][C:2]1[CH:3]=[CH:4][CH:5]=[C:6]2[C:15]=1[C:9]1([CH2:14][CH2:13][NH:12][CH2:11][CH2:10]1)[CH2:8][CH:7]2[CH2:16][C:17]([O:19][CH2:20][CH3:21])=[O:18].Cl[C:23]([O:25][CH:26]1[CH:33]2[CH2:34][CH:29]3[CH2:30][CH:31]([CH2:35][CH:27]1[CH2:28]3)[CH2:32]2)=[O:24]. Product: [Br:1][C:2]1[CH:3]=[CH:4][CH:5]=[C:6]2[C:15]=1[C:9]1([CH2:10][CH2:11][N:12]([C:23]([O:25][CH:26]3[CH:27]4[CH2:35][CH:31]5[CH2:30][CH:29]([CH2:34][CH:33]3[CH2:32]5)[CH2:28]4)=[O:24])[CH2:13][CH2:14]1)[CH2:8][CH:7]2[CH2:16][C:17]([O:19][CH2:20][CH3:21])=[O:18]. The catalyst class is: 2. (7) Reactant: [Cl:1][C:2]1[CH:3]=[C:4]([S:9][C:10]2[N:14]([CH2:15][C:16]3[CH:21]=[CH:20][N:19]=[CH:18][CH:17]=3)[C:13]([CH3:22])=[C:12](C(O)=O)[C:11]=2[CH:26]([CH3:28])[CH3:27])[CH:5]=[C:6]([Cl:8])[CH:7]=1.CCN=C=NCCCN(C)C.C1C=CC2N(O)N=NC=2C=1.Cl.COC1C=C(OC)C=C(OC)C=1CN.C(N1CCOCC1)C. Product: [Cl:1][C:2]1[CH:3]=[C:4]([S:9][C:10]2[N:14]([CH2:15][C:16]3[CH:21]=[CH:20][N:19]=[CH:18][CH:17]=3)[C:13]([CH3:22])=[CH:12][C:11]=2[CH:26]([CH3:28])[CH3:27])[CH:5]=[C:6]([Cl:8])[CH:7]=1. The catalyst class is: 4.